This data is from Retrosynthesis with 50K atom-mapped reactions and 10 reaction types from USPTO. The task is: Predict the reactants needed to synthesize the given product. (1) Given the product Cn1cc(C(=O)NCc2ccc(Cl)cc2)c(=O)c2cc(CN3CCOCC3)cc(C#Cc3cccnc3)c21, predict the reactants needed to synthesize it. The reactants are: C#Cc1cccnc1.Cn1cc(C(=O)NCc2ccc(Cl)cc2)c(=O)c2cc(CN3CCOCC3)cc(I)c21. (2) Given the product CCOC(=O)Cc1c(C(=O)OCC)c2cc(Oc3ccc(C(F)(F)F)cc3)ccc2n1-c1ccc(N(C)C)cc1, predict the reactants needed to synthesize it. The reactants are: CCOC(=O)Cc1c(C(=O)OCC)c2cc(O)ccc2n1-c1ccc(N(C)C)cc1.OB(O)c1ccc(C(F)(F)F)cc1. (3) The reactants are: O=C(Nc1ccccc1)Oc1cccc2c1CC[C@H]1[C@H]2CCCN1Cc1ccccc1. Given the product O=C(Nc1ccccc1)Oc1cccc2c1CC[C@@H]1NCCC[C@@H]21, predict the reactants needed to synthesize it. (4) Given the product O=C(NCc1cccc2ccccc12)c1cccc(-c2cnc3c(c2)N(Cc2cc(Cl)ccc2C(F)(F)F)CCN3)c1, predict the reactants needed to synthesize it. The reactants are: NCc1cccc2ccccc12.O=C(O)c1cccc(-c2cnc3c(c2)N(Cc2cc(Cl)ccc2C(F)(F)F)CCN3)c1. (5) Given the product CCOC(=O)C1CCCN1C(=S)Nc1ccc(Cl)c(C(=O)OC(C)C)c1, predict the reactants needed to synthesize it. The reactants are: CC(C)OC(=O)c1cc(N=C=S)ccc1Cl.CCOC(=O)[C@@H]1CCCN1. (6) Given the product CC(C)NC(=O)c1ccc(-c2ccncc2)s1, predict the reactants needed to synthesize it. The reactants are: CC(C)N.O=C(O)c1ccc(-c2ccncc2)s1. (7) Given the product CC(C)(C)c1ccc(C(C[C@H]2CCC(=O)N2)c2ccc(OC(F)F)c(=O)[nH]2)cc1, predict the reactants needed to synthesize it. The reactants are: CC(C)(C)c1ccc(/C(=C\[C@H]2CCC(=O)N2)c2ccc(OC(F)F)c(=O)[nH]2)cc1.